Dataset: Experimentally validated miRNA-target interactions with 360,000+ pairs, plus equal number of negative samples. Task: Binary Classification. Given a miRNA mature sequence and a target amino acid sequence, predict their likelihood of interaction. (1) The miRNA is hsa-miR-338-3p with sequence UCCAGCAUCAGUGAUUUUGUUG. The protein sequence of the target gene is MLLSKINSLAHLRAAPCNDLHATKLAPGKEKEPLESQYQVGPLLGSGGFGSVYSGIRVADNLPVAIKHVEKDRISDWGELPNGTRVPMEVVLLKKVSSDFSGVIRLLDWFERPDSFVLILERPEPVQDLFDFITERGALQEDLARGFFWQVLEAVRHCHNCGVLHRDIKDENILIDLSRGEIKLIDFGSGALLKDTVYTDFDGTRVYSPPEWIRYHRYHGRSAAVWSLGILLYDMVCGDIPFEHDEEIIKGQVFFRQTVSSECQHLIKWCLSLRPSDRPSFEEIRNHPWMQGDLLPQAAS.... Result: 0 (no interaction). (2) The miRNA is hsa-miR-4486 with sequence GCUGGGCGAGGCUGGCA. The protein sequence of the target gene is MPPNFPEFAERIEASLSEVSEAGASNPSLQEKKESSSALTESSGHLDHREPQSESVTLEHVSKSIGIPEVQDFKNLSGDCQDFRFQQHSANPPHEFQPVESEAVATSGNTDVMQESRFSSATWPRATKSLAKGGFSEKQHPLGDTACTVEMPPLSPCLSEELLDPELHVLITPSLREKTESELKFEEDERWIMMEAEGEWEEEKLSDREKTFLMADEKNSLADIFEEREQANTAVVEDGSDCLAAVLRTFGHLSLGQICCPDDPQPAKDQLATVPKDIPLDCDCVLTGEDILGEVANRTA.... Result: 1 (interaction).